From a dataset of Catalyst prediction with 721,799 reactions and 888 catalyst types from USPTO. Predict which catalyst facilitates the given reaction. (1) Reactant: FC(F)(F)S(O[CH2:7][CH:8]([F:10])[F:9])(=O)=O.[Cl:13][C:14]1[CH:19]=[CH:18][C:17]([CH:20]2[O:43][C:24]3([CH2:29][CH2:28][N:27]([C:30]([C:32]4[CH:37]=[CH:36][C:35]([O:38][CH:39]([CH3:41])[CH3:40])=[C:34]([CH3:42])[CH:33]=4)=[O:31])[CH2:26][CH2:25]3)[CH2:23][NH:22][CH2:21]2)=[CH:16][CH:15]=1.C([O-])(O)=O.[Na+]. Product: [Cl:13][C:14]1[CH:19]=[CH:18][C:17]([CH:20]2[O:43][C:24]3([CH2:25][CH2:26][N:27]([C:30]([C:32]4[CH:37]=[CH:36][C:35]([O:38][CH:39]([CH3:40])[CH3:41])=[C:34]([CH3:42])[CH:33]=4)=[O:31])[CH2:28][CH2:29]3)[CH2:23][N:22]([CH2:7][CH:8]([F:10])[F:9])[CH2:21]2)=[CH:16][CH:15]=1. The catalyst class is: 8. (2) Reactant: [Cl:1][C:2]1[CH:3]=[CH:4][C:5]2[CH:6]=[C:7]3[N:12]([C:13]=2[N:14]=1)[CH2:11][CH:10]([N:15]([CH3:26])[S:16]([C:19]1[CH:24]=[CH:23][C:22]([F:25])=[CH:21][CH:20]=1)(=[O:18])=[O:17])[CH2:9][CH2:8]3.[C:27](Cl)(=[O:31])[C:28](Cl)=[O:29].[CH3:33][OH:34]. Product: [CH3:33][O:34][C:27](=[O:31])[C:28]([C:6]1[C:5]2[CH:4]=[CH:3][C:2]([Cl:1])=[N:14][C:13]=2[N:12]2[C:7]=1[CH2:8][CH2:9][CH:10]([N:15]([S:16]([C:19]1[CH:24]=[CH:23][C:22]([F:25])=[CH:21][CH:20]=1)(=[O:17])=[O:18])[CH3:26])[CH2:11]2)=[O:29]. The catalyst class is: 2. (3) Reactant: Br[C:2]1[S:6][C:5]([NH2:7])=[N:4][C:3]=1[CH3:8].[CH3:9][O-:10].[Na+].ClCCl.O. Product: [CH3:9][O:10][C:2]1[S:6][C:5]([NH2:7])=[N:4][C:3]=1[CH3:8]. The catalyst class is: 5. (4) Reactant: [C:1]([OH:14])(=[O:13])[C@@:2]1([CH2:12][CH2:11][C@H:7]([C:8]([OH:10])=[O:9])[C:4]1([CH3:6])[CH3:5])[CH3:3].[CH3:15]O. Product: [CH3:15][O:9][C:8]([C@H:7]1[CH2:11][CH2:12][C@@:2]([CH3:3])([C:1]([OH:14])=[O:13])[C:4]1([CH3:6])[CH3:5])=[O:10]. The catalyst class is: 33. (5) Product: [CH3:11][C:8]12[CH2:7][CH:6]3[CH2:12][C:2]([CH3:1])([CH2:3][C:4]([CH2:13][N:14]4[C:18]([CH3:19])=[CH:17][CH:16]=[N:15]4)([CH2:5]3)[CH2:10]1)[CH2:9]2. Reactant: [CH3:1][C:2]12[CH2:12][CH:6]3[CH2:7][C:8]([CH3:11])([CH2:10][C:4]([CH2:13][N:14]4[CH:18]=[CH:17][CH:16]=[N:15]4)([CH2:5]3)[CH2:3]1)[CH2:9]2.[C:19]1(C)C=CC=CC=1.C([Li])CCC.CI. The catalyst class is: 7. (6) Reactant: [CH3:1][O:2][C:3](=[O:17])[CH:4]=[C:5]([C:11]1[CH:16]=[CH:15][CH:14]=[CH:13][CH:12]=1)[CH2:6][O:7][C:8](=[O:10])[CH3:9]. Product: [CH3:1][O:2][C:3](=[O:17])[CH2:4][CH:5]([C:11]1[CH:16]=[CH:15][CH:14]=[CH:13][CH:12]=1)[CH2:6][O:7][C:8](=[O:10])[CH3:9]. The catalyst class is: 331. (7) Reactant: [N+:1]([C:4]1[CH:5]=[C:6]([CH:19]=[CH:20][C:21]=1[NH:22][C:23]([C:25]1[O:26][C:27]([NH:30][C:31]2[CH:36]=[C:35]([F:37])[C:34]([F:38])=[CH:33][C:32]=2[F:39])=[N:28][N:29]=1)=O)[O:7][C@H:8]1[CH2:13][CH2:12][C@H:11]([C:14]([O:16][CH2:17][CH3:18])=[O:15])[CH2:10][CH2:9]1)([O-])=O.C([O-])=O.[NH4+].CN(C=O)C.C(O)=O. Product: [F:39][C:32]1[CH:33]=[C:34]([F:38])[C:35]([F:37])=[CH:36][C:31]=1[NH:30][C:27]1[O:26][C:25]([C:23]2[NH:1][C:4]3[CH:5]=[C:6]([O:7][C@H:8]4[CH2:13][CH2:12][C@H:11]([C:14]([O:16][CH2:17][CH3:18])=[O:15])[CH2:10][CH2:9]4)[CH:19]=[CH:20][C:21]=3[N:22]=2)=[N:29][N:28]=1. The catalyst class is: 256. (8) Reactant: [CH3:1][C:2]1[CH:18]=[C:17]([C:19](=[N:27][O:28][CH2:29][C:30]2[CH:35]=[CH:34][C:33]([C:36]([F:39])([F:38])[F:37])=[CH:32][CH:31]=2)[CH2:20][C:21]2[CH:26]=[CH:25][CH:24]=[CH:23][CH:22]=2)[CH:16]=[CH:15][C:3]=1[O:4][CH2:5][C:6]([NH:8][CH2:9][C:10]([O:12]CC)=[O:11])=[O:7].[OH-].[Na+]. Product: [CH3:1][C:2]1[CH:18]=[C:17]([C:19](=[N:27][O:28][CH2:29][C:30]2[CH:35]=[CH:34][C:33]([C:36]([F:37])([F:38])[F:39])=[CH:32][CH:31]=2)[CH2:20][C:21]2[CH:26]=[CH:25][CH:24]=[CH:23][CH:22]=2)[CH:16]=[CH:15][C:3]=1[O:4][CH2:5][C:6]([NH:8][CH2:9][C:10]([OH:12])=[O:11])=[O:7]. The catalyst class is: 40. (9) Reactant: [CH3:1][C:2]1[C:6]([CH2:7][N:8]2[CH:12]=[C:11]([N:13]3[C:17](=[O:18])[C:16]([CH3:20])([CH3:19])[N:15]([CH2:21][C:22]4[CH:27]=[CH:26][CH:25]=[C:24]([CH2:28][OH:29])[CH:23]=4)[C:14]3=[O:30])[CH:10]=[N:9]2)=[C:5]([CH3:31])[O:4][N:3]=1.[H-].[Na+].I[CH3:35]. Product: [CH3:1][C:2]1[C:6]([CH2:7][N:8]2[CH:12]=[C:11]([N:13]3[C:17](=[O:18])[C:16]([CH3:20])([CH3:19])[N:15]([CH2:21][C:22]4[CH:27]=[CH:26][CH:25]=[C:24]([CH2:28][O:29][CH3:35])[CH:23]=4)[C:14]3=[O:30])[CH:10]=[N:9]2)=[C:5]([CH3:31])[O:4][N:3]=1. The catalyst class is: 42. (10) Reactant: [Cl:1][C:2]1[CH:3]=[CH:4][C:5]2[N:11]3[C:12]([CH2:15][C:16]([CH3:19])([CH3:18])[CH3:17])=[N:13][N:14]=[C:10]3[C@@H:9]([CH2:20][CH2:21][C:22]#N)[O:8][C@H:7]([C:24]3[CH:29]=[CH:28][CH:27]=[C:26]([O:30][CH3:31])[C:25]=3[O:32][CH3:33])[C:6]=2[CH:34]=1.[OH-:35].[Na+].C[OH:38].Cl. Product: [Cl:1][C:2]1[CH:3]=[CH:4][C:5]2[N:11]3[C:12]([CH2:15][C:16]([CH3:17])([CH3:19])[CH3:18])=[N:13][N:14]=[C:10]3[C@@H:9]([CH2:20][CH2:21][C:22]([OH:38])=[O:35])[O:8][C@H:7]([C:24]3[CH:29]=[CH:28][CH:27]=[C:26]([O:30][CH3:31])[C:25]=3[O:32][CH3:33])[C:6]=2[CH:34]=1. The catalyst class is: 41.